Dataset: Catalyst prediction with 721,799 reactions and 888 catalyst types from USPTO. Task: Predict which catalyst facilitates the given reaction. (1) Reactant: [F:1][C:2]([F:13])([F:12])[C:3]1[CH:4]=[C:5]([CH:9]=[CH:10][CH:11]=1)[C:6]([OH:8])=O.CN1CCOCC1.ClC(OCC(C)C)=O.C(OC([NH:39][CH2:40][C:41]([NH:43][C@H:44]1[CH2:49][CH2:48][C@@H:47]([N:50]([C:54]([O:56][C:57]([CH3:60])([CH3:59])[CH3:58])=[O:55])[CH:51]([CH3:53])[CH3:52])[CH2:46][C@H:45]1[C:61]([O:63][CH:64]([CH3:66])[CH3:65])=[O:62])=[O:42])=O)C1C=CC=CC=1. Product: [C:57]([O:56][C:54]([N:50]([CH:51]([CH3:53])[CH3:52])[C@H:47]1[CH2:46][C@@H:45]([C:61]([O:63][CH:64]([CH3:66])[CH3:65])=[O:62])[C@@H:44]([NH:43][C:41](=[O:42])[CH2:40][NH:39][C:6](=[O:8])[C:5]2[CH:9]=[CH:10][CH:11]=[C:3]([C:2]([F:1])([F:13])[F:12])[CH:4]=2)[CH2:49][CH2:48]1)=[O:55])([CH3:59])([CH3:58])[CH3:60]. The catalyst class is: 20. (2) Product: [CH3:12][O:13][C:14](=[O:28])[C:15]([O:18][C:19]1[CH:24]=[CH:23][C:22]([Cl:25])=[CH:21][C:20]=1/[CH:26]=[C:6]1\[C:7](=[O:11])[NH:8][C:9]2[C:5]\1=[CH:4][CH:3]=[C:2]([Cl:1])[CH:10]=2)([CH3:17])[CH3:16]. Reactant: [Cl:1][C:2]1[CH:10]=[C:9]2[C:5]([CH2:6][C:7](=[O:11])[NH:8]2)=[CH:4][CH:3]=1.[CH3:12][O:13][C:14](=[O:28])[C:15]([O:18][C:19]1[CH:24]=[CH:23][C:22]([Cl:25])=[CH:21][C:20]=1[CH:26]=O)([CH3:17])[CH3:16].N1CCCC1. The catalyst class is: 5. (3) Reactant: [NH2:1][C:2]1[N:3]([C:26]2[CH:31]=[CH:30][CH:29]=[CH:28][C:27]=2[CH3:32])[N:4]=[C:5]2[C:14]3[C:13]([O:15][CH2:16][CH2:17][CH2:18][C:19](OC)=[O:20])=[CH:12][C:11]([O:23][CH3:24])=[CH:10][C:9]=3[NH:8][C:7](=[O:25])[C:6]=12.[NH3:33]. Product: [NH2:1][C:2]1[N:3]([C:26]2[CH:31]=[CH:30][CH:29]=[CH:28][C:27]=2[CH3:32])[N:4]=[C:5]2[C:14]3[C:13]([O:15][CH2:16][CH2:17][CH2:18][C:19]([NH2:33])=[O:20])=[CH:12][C:11]([O:23][CH3:24])=[CH:10][C:9]=3[NH:8][C:7](=[O:25])[C:6]=12. The catalyst class is: 5. (4) Reactant: F[C:2](F)(F)[CH2:3][O:4]P(CC(OCC)=O)(OCC(F)(F)F)=O.[H-].[Na+].[CH:23]([C:25]1[N:29]([CH2:30][C:31]([O:33][CH2:34][CH3:35])=[O:32])[N:28]=[CH:27][CH:26]=1)=O.[Cl-].[NH4+]. Product: [OH:4][C:3]1[CH:2]=[CH:23][C:25]2[N:29]([N:28]=[CH:27][CH:26]=2)[C:30]=1[C:31]([O:33][CH2:34][CH3:35])=[O:32]. The catalyst class is: 7. (5) Reactant: C(=O)([O-])[O-].[K+].[K+].O[C:8]1[CH:17]=[C:16]2[C:11]([CH2:12][CH2:13][C:14](=[O:18])[NH:15]2)=[CH:10][CH:9]=1.BrCCCCBr. Product: [NH:15]1[C:16]2[C:11](=[CH:10][CH:9]=[CH:8][CH:17]=2)[CH:12]=[CH:13][C:14]1=[O:18]. The catalyst class is: 9. (6) Reactant: Cl.[Cl:2][C:3]1[N:8]=[C:7]([N:9]2[CH2:14][CH2:13][CH:12]([NH:15]C(=O)OC(C)(C)C)[CH2:11][CH2:10]2)[CH:6]=[C:5]([CH:23]2[N:27]=[N:26][C:25](=[O:28])[O:24]2)[CH:4]=1. Product: [ClH:2].[NH2:15][CH:12]1[CH2:13][CH2:14][N:9]([C:7]2[CH:6]=[C:5]([CH:23]3[O:24][C:25](=[O:28])[N:26]=[N:27]3)[CH:4]=[C:3]([Cl:2])[N:8]=2)[CH2:10][CH2:11]1. The catalyst class is: 12. (7) Product: [CH2:15]([O:17][C:18]([C:20]1([NH:30][C:7](=[O:9])[C:6]2[CH:10]=[CH:11][CH:12]=[C:13]([CH3:14])[C:5]=2[O:4][CH:1]([CH3:2])[CH3:3])[CH2:28][C:27]2[C:22](=[CH:23][CH:24]=[C:25]([F:29])[CH:26]=2)[CH2:21]1)=[O:19])[CH3:16]. Reactant: [CH:1]([O:4][C:5]1[C:13]([CH3:14])=[CH:12][CH:11]=[CH:10][C:6]=1[C:7]([OH:9])=O)([CH3:3])[CH3:2].[CH2:15]([O:17][C:18]([C:20]1([NH2:30])[CH2:28][C:27]2[C:22](=[CH:23][CH:24]=[C:25]([F:29])[CH:26]=2)[CH2:21]1)=[O:19])[CH3:16].CN(C(ON1N=NC2C=CC=NC1=2)=[N+](C)C)C.F[P-](F)(F)(F)(F)F.CCN(C(C)C)C(C)C. The catalyst class is: 3. (8) Reactant: C([N:5]1[C:9]([NH:10]C(=O)C(F)(F)F)=[C:8]([C:17]2[CH:22]=[C:21]([Cl:23])[CH:20]=[CH:19][C:18]=2[O:24][C:25]2[CH:30]=[CH:29][C:28]([S:31]([N:34](CC3C=CC(OC)=CC=3OC)[C:35]3[S:39][N:38]=[CH:37][N:36]=3)(=[O:33])=[O:32])=[CH:27][C:26]=2[C:51]#[N:52])[CH:7]=[N:6]1)(C)(C)C.Cl. Product: [NH2:10][C:9]1[NH:5][N:6]=[CH:7][C:8]=1[C:17]1[CH:22]=[C:21]([Cl:23])[CH:20]=[CH:19][C:18]=1[O:24][C:25]1[CH:30]=[CH:29][C:28]([S:31]([NH:34][C:35]2[S:39][N:38]=[CH:37][N:36]=2)(=[O:32])=[O:33])=[CH:27][C:26]=1[C:51]#[N:52]. The catalyst class is: 5. (9) Reactant: BrCCBr.C[Si](Cl)(C)C.[CH2:10](Br)[C:11]#[CH:12].[Cl:14][C:15]1[CH:22]=[CH:21][CH:20]=[C:19]([Cl:23])[C:16]=1[CH:17]=[O:18]. Product: [Cl:14][C:15]1[CH:22]=[CH:21][CH:20]=[C:19]([Cl:23])[C:16]=1[CH:17]([OH:18])[CH2:12][C:11]#[CH:10]. The catalyst class is: 324. (10) Reactant: [C:1]([CH2:4][C:5]1[CH:13]=[CH:12][CH:11]=[CH:10][C:6]=1[C:7](O)=[O:8])(O)=[O:2].[H-].[H-].[H-].[H-].[Li+].[Al+3].O.[OH-].[Na+]. Product: [OH:8][CH2:7][C:6]1[CH:10]=[CH:11][CH:12]=[CH:13][C:5]=1[CH2:4][CH2:1][OH:2]. The catalyst class is: 1.